Dataset: Full USPTO retrosynthesis dataset with 1.9M reactions from patents (1976-2016). Task: Predict the reactants needed to synthesize the given product. Given the product [O:1]([C:8]1[CH:9]=[C:10]([CH:13]=[C:14]([C:16]([F:19])([F:18])[F:17])[CH:15]=1)[CH:11]=[O:21])[C:2]1[CH:7]=[CH:6][CH:5]=[CH:4][CH:3]=1, predict the reactants needed to synthesize it. The reactants are: [O:1]([C:8]1[CH:9]=[C:10]([CH:13]=[C:14]([C:16]([F:19])([F:18])[F:17])[CH:15]=1)[C:11]#N)[C:2]1[CH:7]=[CH:6][CH:5]=[CH:4][CH:3]=1.C(O)=[O:21].